This data is from Catalyst prediction with 721,799 reactions and 888 catalyst types from USPTO. The task is: Predict which catalyst facilitates the given reaction. (1) Reactant: [CH3:1][C:2]1[CH:7]=[CH:6][C:5]([C:8]2[CH:13]=[C:12]([O:14][C:15]3[S:16][CH:17]=[CH:18][N:19]=3)[CH:11]=[C:10]([C:20]([O:22]C)=[O:21])[CH:9]=2)=[CH:4][CH:3]=1.[OH-].[Li+].Cl. Product: [CH3:1][C:2]1[CH:3]=[CH:4][C:5]([C:8]2[CH:13]=[C:12]([O:14][C:15]3[S:16][CH:17]=[CH:18][N:19]=3)[CH:11]=[C:10]([C:20]([OH:22])=[O:21])[CH:9]=2)=[CH:6][CH:7]=1. The catalyst class is: 7. (2) Reactant: [NH2:1][C:2]1[C:7]2[N:8]=[C:9]([CH2:11][N:12]3[CH2:17][CH2:16][N:15]([C:18]([O:20][C:21]([CH3:24])([CH3:23])[CH3:22])=[O:19])[CH2:14][CH2:13]3)[O:10][C:6]=2[CH:5]=[CH:4][CH:3]=1.C(N(CC)CC)C.[CH3:32][C:33]1[CH:38]=[CH:37][C:36]([N:39]=[C:40]=[O:41])=[CH:35][N:34]=1. Product: [CH3:32][C:33]1[N:34]=[CH:35][C:36]([NH:39][C:40](=[O:41])[NH:1][C:2]2[C:7]3[N:8]=[C:9]([CH2:11][N:12]4[CH2:17][CH2:16][N:15]([C:18]([O:20][C:21]([CH3:24])([CH3:23])[CH3:22])=[O:19])[CH2:14][CH2:13]4)[O:10][C:6]=3[CH:5]=[CH:4][CH:3]=2)=[CH:37][CH:38]=1. The catalyst class is: 2. (3) Reactant: C[O:2][C:3]([C:5]1[CH:10]=[N:9][C:8]([NH:11][CH2:12][CH2:13][CH2:14][CH:15]2[CH2:20][CH2:19][N:18]([CH3:21])[CH2:17][CH2:16]2)=[CH:7][N:6]=1)=O.[H-].C([Al+]CC(C)C)C(C)C. Product: [CH3:21][N:18]1[CH2:19][CH2:20][CH:15]([CH2:14][CH2:13][CH2:12][NH:11][C:8]2[N:9]=[CH:10][C:5]([CH:3]=[O:2])=[N:6][CH:7]=2)[CH2:16][CH2:17]1. The catalyst class is: 2. (4) Reactant: Cl.[N:2]1[CH:7]=[CH:6][CH:5]=[CH:4][C:3]=1[CH2:8][C:9]([OH:11])=O.[NH2:12][C:13]1[S:17][C:16]([CH2:18][CH2:19][CH2:20][CH2:21][N:22]2[CH:27]=[CH:26][C:25]([NH:28][C:29](=[O:37])[CH2:30][C:31]3[CH:36]=[CH:35][CH:34]=[CH:33][CH:32]=3)=[CH:24][C:23]2=[O:38])=[N:15][N:14]=1.C(P1(=O)OP(CCC)(=O)OP(CCC)(=O)O1)CC. Product: [O:38]=[C:23]1[CH:24]=[C:25]([NH:28][C:29](=[O:37])[CH2:30][C:31]2[CH:36]=[CH:35][CH:34]=[CH:33][CH:32]=2)[CH:26]=[CH:27][N:22]1[CH2:21][CH2:20][CH2:19][CH2:18][C:16]1[S:17][C:13]([NH:12][C:9](=[O:11])[CH2:8][C:3]2[CH:4]=[CH:5][CH:6]=[CH:7][N:2]=2)=[N:14][N:15]=1. The catalyst class is: 3. (5) Reactant: [CH3:1][N:2]([CH2:24][C:25](=[O:40])[NH:26][C:27]1[CH:32]=[CH:31][C:30]([O:33][C:34]2[CH:39]=[CH:38][CH:37]=[CH:36][CH:35]=2)=[CH:29][CH:28]=1)[CH2:3][CH2:4][CH2:5][N:6]([CH2:13][C:14]1[CH:23]=[CH:22][C:17]([C:18]([O:20]C)=[O:19])=[CH:16][CH:15]=1)[CH2:7][C:8]1[NH:9][CH:10]=[CH:11][CH:12]=1.[OH-].[Li+]. Product: [CH3:1][N:2]([CH2:24][C:25](=[O:40])[NH:26][C:27]1[CH:28]=[CH:29][C:30]([O:33][C:34]2[CH:35]=[CH:36][CH:37]=[CH:38][CH:39]=2)=[CH:31][CH:32]=1)[CH2:3][CH2:4][CH2:5][N:6]([CH2:13][C:14]1[CH:23]=[CH:22][C:17]([C:18]([OH:20])=[O:19])=[CH:16][CH:15]=1)[CH2:7][C:8]1[NH:9][CH:10]=[CH:11][CH:12]=1. The catalyst class is: 5. (6) Reactant: [CH3:1][O:2][C:3]1[C:8]([CH2:9]Cl)=[CH:7][CH:6]=[CH:5][N:4]=1.[C-]#N.[Na+].[CH3:14][N:15](C=O)C. Product: [CH3:1][O:2][C:3]1[C:8]([CH2:9][C:14]#[N:15])=[CH:7][CH:6]=[CH:5][N:4]=1. The catalyst class is: 6. (7) Reactant: Cl[C:2]1[N:7]=[CH:6][N:5]=[C:4]([N:8]2[CH2:13][CH2:12][N:11]([C:14]([O:16][C:17]([CH3:20])([CH3:19])[CH3:18])=[O:15])[CH2:10][CH2:9]2)[CH:3]=1.[F:21][C:22]1[C:27]([F:28])=[CH:26][CH:25]=[CH:24][C:23]=1OB(O)O.C(=O)([O-])[O-].[Na+].[Na+].C1(C)C=CC=CC=1. Product: [F:21][C:22]1[C:27]([F:28])=[CH:26][CH:25]=[CH:24][C:23]=1[C:2]1[N:7]=[CH:6][N:5]=[C:4]([N:8]2[CH2:13][CH2:12][N:11]([C:14]([O:16][C:17]([CH3:20])([CH3:19])[CH3:18])=[O:15])[CH2:10][CH2:9]2)[CH:3]=1. The catalyst class is: 6. (8) The catalyst class is: 4. Reactant: F[C:2](F)(F)[C:3]([OH:5])=O.[NH2:8][CH:9]1[CH:18]([CH2:19][C:20]2[CH:25]=[CH:24][CH:23]=[CH:22][CH:21]=2)[C:17]2[CH:16]=[C:15]([CH2:26][NH:27][S:28]([CH2:31][CH2:32][CH3:33])(=[O:30])=[O:29])[CH:14]=[CH:13][C:12]=2[CH2:11][CH2:10]1.C(Cl)(=O)C.C(N(C(C)C)C(C)C)C. Product: [CH2:19]([CH:18]1[C:17]2[C:12](=[CH:13][CH:14]=[C:15]([CH2:26][NH:27][S:28]([CH2:31][CH2:32][CH3:33])(=[O:30])=[O:29])[CH:16]=2)[CH2:11][CH2:10][CH:9]1[NH:8][C:3](=[O:5])[CH3:2])[C:20]1[CH:21]=[CH:22][CH:23]=[CH:24][CH:25]=1.